From a dataset of Forward reaction prediction with 1.9M reactions from USPTO patents (1976-2016). Predict the product of the given reaction. (1) Given the reactants [Cl:1][CH2:2][CH2:3][CH2:4][N:5]=[C:6]=[O:7].C[O:9][C:10]([C:12]1([CH3:33])[CH2:24][C:23]2[C:22]3[C:17](=[CH:18][CH:19]=[C:20]([Br:25])[CH:21]=3)[NH:16][C:15]=2[CH:14]([C:26]2[CH:31]=[CH:30][CH:29]=[C:28]([OH:32])[CH:27]=2)[NH:13]1)=O, predict the reaction product. The product is: [Br:25][C:20]1[CH:21]=[C:22]2[C:17](=[CH:18][CH:19]=1)[NH:16][C:15]1[CH:14]([C:26]3[CH:31]=[CH:30][CH:29]=[C:28]([OH:32])[CH:27]=3)[N:13]3[C:6](=[O:7])[N:5]([CH2:4][CH2:3][CH2:2][Cl:1])[C:10](=[O:9])[C:12]3([CH3:33])[CH2:24][C:23]2=1. (2) Given the reactants [CH3:1][Mg]Br.[F:4][C:5]1[CH:6]=[CH:7][C:8]([C:11]2[CH:22]=[CH:21][C:14]([C:15](N(OC)C)=[O:16])=[CH:13][CH:12]=2)=[N:9][CH:10]=1, predict the reaction product. The product is: [F:4][C:5]1[CH:6]=[CH:7][C:8]([C:11]2[CH:22]=[CH:21][C:14]([C:15](=[O:16])[CH3:1])=[CH:13][CH:12]=2)=[N:9][CH:10]=1. (3) Given the reactants [CH2:1]([O:3][C:4]([C:6]1([C:9]2[CH:14]=[CH:13][C:12]([C:15]3[CH:20]=[CH:19][C:18]([C:21]4[S:22][C:23]([Cl:29])=[CH:24][C:25]=4C(=O)N)=[CH:17][C:16]=3[O:30][CH3:31])=[CH:11][CH:10]=2)[CH2:8][CH2:7]1)=[O:5])[CH3:2].[C:32]1([C@H:38]([OH:40])[CH3:39])[CH:37]=[CH:36][CH:35]=[CH:34][CH:33]=1.[N:41]1[CH:46]=CC=CC=1.FC(F)(F)C(OI(C1C=CC=CC=1)OC(=O)C(F)(F)F)=[O:50], predict the reaction product. The product is: [CH2:1]([O:3][C:4]([C:6]1([C:9]2[CH:10]=[CH:11][C:12]([C:15]3[CH:20]=[CH:19][C:18]([C:21]4[S:22][C:23]([Cl:29])=[CH:24][C:25]=4[NH:41][C:46]([O:40][C@@H:38]([C:32]4[CH:37]=[CH:36][CH:35]=[CH:34][CH:33]=4)[CH3:39])=[O:50])=[CH:17][C:16]=3[O:30][CH3:31])=[CH:13][CH:14]=2)[CH2:8][CH2:7]1)=[O:5])[CH3:2]. (4) Given the reactants [OH-].[K+].Cl[CH2:4][CH:5]([O:8][CH3:9])[O:6][CH3:7].O.[CH2:11]([OH:14])[CH2:12][OH:13], predict the reaction product. The product is: [CH3:7][O:6][CH:5]([O:8][CH3:9])[CH2:4][O:13][CH2:12][CH2:11][OH:14]. (5) Given the reactants [C:1]([O:5][C:6]([C:8]1([C:11]2[CH:16]=[CH:15][C:14]([N:17]3[CH2:22][CH2:21][N:20]([C:23]([O:25][C:26](C)(C)C)=[O:24])[CH2:19][CH2:18]3)=[CH:13][CH:12]=2)[CH2:10][CH2:9]1)=[O:7])([CH3:4])([CH3:3])[CH3:2].Cl.C(#N)C.C(N(CC)C(C)C)(C)C.ClC(OC)=O, predict the reaction product. The product is: [C:1]([O:5][C:6]([C:8]1([C:11]2[CH:16]=[CH:15][C:14]([N:17]3[CH2:18][CH2:19][N:20]([C:23]([O:25][CH3:26])=[O:24])[CH2:21][CH2:22]3)=[CH:13][CH:12]=2)[CH2:10][CH2:9]1)=[O:7])([CH3:4])([CH3:3])[CH3:2]. (6) Given the reactants [Cl:1][C:2]1[C:7]2[C:8]([CH:11]3[CH2:13][CH2:12]3)=[N:9][O:10][C:6]=2[CH:5]=[C:4]([NH:14][C:15]([C:28]2[CH:33]=[CH:32][CH:31]=[CH:30][CH:29]=2)([C:22]2[CH:27]=[CH:26][CH:25]=[CH:24][CH:23]=2)[C:16]2[CH:21]=[CH:20][CH:19]=[CH:18][CH:17]=2)[C:3]=1[C:34]#N.CC(C[AlH]CC(C)C)C.C1(C)C=CC=CC=1.C1C[O:55]CC1, predict the reaction product. The product is: [Cl:1][C:2]1[C:7]2[C:8]([CH:11]3[CH2:13][CH2:12]3)=[N:9][O:10][C:6]=2[CH:5]=[C:4]([NH:14][C:15]([C:16]2[CH:17]=[CH:18][CH:19]=[CH:20][CH:21]=2)([C:22]2[CH:23]=[CH:24][CH:25]=[CH:26][CH:27]=2)[C:28]2[CH:29]=[CH:30][CH:31]=[CH:32][CH:33]=2)[C:3]=1[CH:34]=[O:55].